From a dataset of Catalyst prediction with 721,799 reactions and 888 catalyst types from USPTO. Predict which catalyst facilitates the given reaction. (1) Reactant: [CH3:1][O:2][C:3]1[CH:8]=[C:7]([N+:9]([O-])=O)[CH:6]=[C:5]([O:12][CH2:13][CH2:14][O:15][CH2:16][CH2:17][O:18][CH2:19][CH2:20][O:21][CH3:22])[CH:4]=1.[NH4+].[Cl-]. Product: [CH3:1][O:2][C:3]1[CH:8]=[C:7]([CH:6]=[C:5]([O:12][CH2:13][CH2:14][O:15][CH2:16][CH2:17][O:18][CH2:19][CH2:20][O:21][CH3:22])[CH:4]=1)[NH2:9]. The catalyst class is: 190. (2) The catalyst class is: 7. Product: [S:21]1[CH:22]=[CH:23][N:24]=[C:20]1[C:19]#[C:18][C:17]1[C:2]([NH:1][C:27](=[O:28])[C:26]([F:37])([F:36])[F:25])=[C:3]([CH:14]=[CH:15][CH:16]=1)[C:4]([O:6][CH2:7][C:8]1[CH:9]=[CH:10][CH:11]=[CH:12][CH:13]=1)=[O:5]. Reactant: [NH2:1][C:2]1[C:17]([C:18]#[C:19][C:20]2[S:21][CH:22]=[CH:23][N:24]=2)=[CH:16][CH:15]=[CH:14][C:3]=1[C:4]([O:6][CH2:7][C:8]1[CH:13]=[CH:12][CH:11]=[CH:10][CH:9]=1)=[O:5].[F:25][C:26]([F:37])([F:36])[C:27](O[C:27](=[O:28])[C:26]([F:37])([F:36])[F:25])=[O:28].C(=O)([O-])O.[Na+]. (3) Reactant: [Br:1][C:2]1[CH:3]=[C:4]2[C:8](=[CH:9][CH:10]=1)[NH:7][C:6]1[CH2:11][CH2:12][CH2:13][CH2:14][CH2:15][C:5]2=1.C1C[O:19]CC1.C(C1C(=O)C(Cl)=C(Cl)C(=O)C=1C#N)#N.C([O-])(O)=O.[Na+]. Product: [Br:1][C:2]1[CH:3]=[C:4]2[C:8](=[CH:9][CH:10]=1)[NH:7][C:6]1[CH2:11][CH2:12][CH2:13][CH2:14][C:15](=[O:19])[C:5]2=1. The catalyst class is: 6. (4) Reactant: [C:1]([C:4]1[CH:5]=[C:6]([N:10]([CH3:15])[S:11]([CH3:14])(=[O:13])=[O:12])[CH:7]=[CH:8][CH:9]=1)(=[O:3])[CH3:2].CO[CH:18](OC)[N:19]([CH3:21])[CH3:20]. Product: [CH3:18][N:19]([CH3:21])[CH:20]=[CH:2][C:1]([C:4]1[CH:5]=[C:6]([N:10]([CH3:15])[S:11]([CH3:14])(=[O:12])=[O:13])[CH:7]=[CH:8][CH:9]=1)=[O:3]. The catalyst class is: 370. (5) Reactant: [F:1][C:2]1[CH:7]=[CH:6][C:5]([CH2:8][CH2:9][N:10]2[CH2:15][CH2:14][C@@H:13]([CH3:16])[C@H:12]([CH2:17][OH:18])[CH2:11]2)=[CH:4][CH:3]=1.C(N(CC)CC)C.[CH3:26][S:27](Cl)(=[O:29])=[O:28]. Product: [F:1][C:2]1[CH:7]=[CH:6][C:5]([CH2:8][CH2:9][N:10]2[CH2:15][CH2:14][C@@H:13]([CH3:16])[C@H:12]([CH2:17][O:18][S:27]([CH3:26])(=[O:29])=[O:28])[CH2:11]2)=[CH:4][CH:3]=1. The catalyst class is: 4. (6) Reactant: [CH3:1][O:2][C:3]1[CH:8]=[CH:7][C:6]([C:9](=O)[CH3:10])=[C:5]([OH:12])[CH:4]=1. Product: [CH3:1][O:2][C:3]1[CH:8]=[CH:7][C:6]([CH2:9][CH3:10])=[C:5]([OH:12])[CH:4]=1. The catalyst class is: 19. (7) The catalyst class is: 2. Product: [F:1][C:2]([F:35])([F:34])[C:3]1[CH:4]=[C:5]([C@H:13]([O:15][C@H:16]2[CH2:25][CH2:24][C:23]3[N:22]=[C:21]([C:36]#[N:37])[CH:20]=[CH:19][C:18]=3[C@@H:17]2[C:27]2[CH:32]=[CH:31][C:30]([F:33])=[CH:29][CH:28]=2)[CH3:14])[CH:6]=[C:7]([C:9]([F:12])([F:11])[F:10])[CH:8]=1. Reactant: [F:1][C:2]([F:35])([F:34])[C:3]1[CH:4]=[C:5]([C@H:13]([O:15][C@H:16]2[CH2:25][CH2:24][C:23]3[N+:22]([O-])=[CH:21][CH:20]=[CH:19][C:18]=3[C@@H:17]2[C:27]2[CH:32]=[CH:31][C:30]([F:33])=[CH:29][CH:28]=2)[CH3:14])[CH:6]=[C:7]([C:9]([F:12])([F:11])[F:10])[CH:8]=1.[CH3:36][N:37](C)C(Cl)=O.C[Si](C#N)(C)C.